This data is from Full USPTO retrosynthesis dataset with 1.9M reactions from patents (1976-2016). The task is: Predict the reactants needed to synthesize the given product. (1) Given the product [Cl:5][C:6]1[C:11]([NH2:12])=[CH:10][CH:9]=[C:8]([Cl:15])[C:7]=1[CH3:16], predict the reactants needed to synthesize it. The reactants are: Cl[Sn]Cl.O.[Cl:5][C:6]1[C:11]([N+:12]([O-])=O)=[CH:10][CH:9]=[C:8]([Cl:15])[C:7]=1[CH3:16]. (2) Given the product [Br:34][C:35]1[C:36]([F:45])=[C:37]2[C:43]([NH:44][C:8](=[O:10])[CH:7]([C:1]3[CH:2]=[CH:3][CH:4]=[CH:5][CH:6]=3)[CH3:11])=[CH:42][NH:41][C:38]2=[N:39][CH:40]=1, predict the reactants needed to synthesize it. The reactants are: [C:1]1([CH:7]([CH3:11])[C:8]([OH:10])=O)[CH:6]=[CH:5][CH:4]=[CH:3][CH:2]=1.O=C1N(P(Cl)(N2CCOC2=O)=O)CCO1.C(N(CC)CC)C.[Br:34][C:35]1[C:36]([F:45])=[C:37]2[C:43]([NH2:44])=[CH:42][NH:41][C:38]2=[N:39][CH:40]=1.C([O-])([O-])=O.[Na+].[Na+]. (3) Given the product [NH:39]([C:40]([N:14]1[CH2:13][CH2:12][N:11]([C:15]2[C:25]([C:26]#[N:27])=[CH:24][C:18]([C:19]([O:21][CH2:22][CH3:23])=[O:20])=[C:17]([C:28]([F:30])([F:31])[F:29])[N:16]=2)[CH2:10][CH:9]1[CH2:8][CH2:7][C:6]([O:5][C:1]([CH3:2])([CH3:3])[CH3:4])=[O:32])=[O:41])[C:33]1[CH:38]=[CH:37][CH:36]=[CH:35][CH:34]=1, predict the reactants needed to synthesize it. The reactants are: [C:1]([O:5][C:6](=[O:32])[CH2:7][CH2:8][CH:9]1[NH:14][CH2:13][CH2:12][N:11]([C:15]2[C:25]([C:26]#[N:27])=[CH:24][C:18]([C:19]([O:21][CH2:22][CH3:23])=[O:20])=[C:17]([C:28]([F:31])([F:30])[F:29])[N:16]=2)[CH2:10]1)([CH3:4])([CH3:3])[CH3:2].[C:33]1([N:39]=[C:40]=[O:41])[CH:38]=[CH:37][CH:36]=[CH:35][CH:34]=1. (4) Given the product [CH2:15]([N:3]([CH2:1][CH3:2])[C:4]1[CH:5]=[CH:6][C:7]([NH2:10])=[CH:8][C:9]=1[O:19][CH3:18])[CH3:16], predict the reactants needed to synthesize it. The reactants are: [CH2:1]([N:3]([CH2:15][CH3:16])[C:4]1[CH:9]=[CH:8][C:7]([N+:10]([O-])=O)=[C:6](OC)[CH:5]=1)[CH3:2].Cl.[CH3:18][OH:19]. (5) Given the product [C:1]([C:5]1[CH:9]=[C:8]([NH:10][C:11]([NH:13][C@@H:14]2[C:23]3[C:18](=[CH:19][CH:20]=[CH:21][CH:22]=3)[C@H:17]([O:24][C:25]3[CH:26]=[CH:27][C:28]4[N:29]([C:31]([N:34]5[CH2:39][CH2:38][CH2:37][CH2:36][C@@H:35]5[CH3:40])=[N:32][N:33]=4)[CH:30]=3)[CH2:16][CH2:15]2)=[O:12])[N:7]([C:41]2[C:42]([CH2:53][O:54][Si:55]([CH:56]([CH3:57])[CH3:58])([CH:62]([CH3:63])[CH3:64])[CH:59]([CH3:60])[CH3:61])=[N:43][N:44]([CH2:46][CH2:47][N:66]([CH3:67])[CH3:65])[CH:45]=2)[N:6]=1)([CH3:3])([CH3:4])[CH3:2], predict the reactants needed to synthesize it. The reactants are: [C:1]([C:5]1[CH:9]=[C:8]([NH:10][C:11]([NH:13][C@@H:14]2[C:23]3[C:18](=[CH:19][CH:20]=[CH:21][CH:22]=3)[C@H:17]([O:24][C:25]3[CH:26]=[CH:27][C:28]4[N:29]([C:31]([N:34]5[CH2:39][CH2:38][CH2:37][CH2:36][C@@H:35]5[CH3:40])=[N:32][N:33]=4)[CH:30]=3)[CH2:16][CH2:15]2)=[O:12])[N:7]([C:41]2[C:42]([CH2:53][O:54][Si:55]([CH:62]([CH3:64])[CH3:63])([CH:59]([CH3:61])[CH3:60])[CH:56]([CH3:58])[CH3:57])=[N:43][N:44]([CH2:46][CH2:47]OS(C)(=O)=O)[CH:45]=2)[N:6]=1)([CH3:4])([CH3:3])[CH3:2].[CH3:65][NH:66][CH3:67]. (6) Given the product [CH3:24][C:22]1[N:23]=[C:18]2[CH:17]=[CH:16][C:15]([S:8][CH2:7][C:6]3[N:2]([CH3:1])[N:3]=[C:4]([N:9]4[CH2:13][CH2:12][CH2:11][CH2:10]4)[N:5]=3)=[N:20][N:19]2[C:21]=1[CH3:25], predict the reactants needed to synthesize it. The reactants are: [CH3:1][N:2]1[C:6]([CH2:7][SH:8])=[N:5][C:4]([N:9]2[CH2:13][CH2:12][CH2:11][CH2:10]2)=[N:3]1.Cl[C:15]1[CH:16]=[CH:17][C:18]2[N:19]([C:21]([CH3:25])=[C:22]([CH3:24])[N:23]=2)[N:20]=1.[H-].[Na+].O. (7) The reactants are: [N:1]1([C:7]2[N:12]=[CH:11][C:10]([C:13]3[N:18]4[CH:19]=[C:20]([CH2:22][O:23][C:24]5[CH:33]=[CH:32][C:31]6[C:26](=[CH:27][CH:28]=[CH:29][CH:30]=6)[N:25]=5)[N:21]=[C:17]4[C:16]([N:34]4[CH2:39][CH2:38][O:37][CH2:36][CH2:35]4)=[N:15][CH:14]=3)=[CH:9][CH:8]=2)[CH2:6][CH2:5][NH:4][CH2:3][CH2:2]1.[CH3:40][S:41]([OH:44])(=[O:43])=[O:42]. Given the product [CH3:40][S:41]([OH:44])(=[O:43])=[O:42].[N:1]1([C:7]2[N:12]=[CH:11][C:10]([C:13]3[N:18]4[CH:19]=[C:20]([CH2:22][O:23][C:24]5[CH:33]=[CH:32][C:31]6[C:26](=[CH:27][CH:28]=[CH:29][CH:30]=6)[N:25]=5)[N:21]=[C:17]4[C:16]([N:34]4[CH2:35][CH2:36][O:37][CH2:38][CH2:39]4)=[N:15][CH:14]=3)=[CH:9][CH:8]=2)[CH2:6][CH2:5][NH:4][CH2:3][CH2:2]1, predict the reactants needed to synthesize it. (8) The reactants are: [CH3:1][C:2]1([CH3:34])[O:6][C@H:5]2[C@H:7]([NH:12][C:13]3[N:18]4[N:19]=[C:20]([C:22]5[CH:27]=[CH:26][CH:25]=[C:24]([C:28]#[C:29][Si](C)(C)C)[CH:23]=5)[CH:21]=[C:17]4[N:16]=[CH:15][CH:14]=3)[CH2:8][C@H:9]([CH2:10][OH:11])[C@H:4]2[O:3]1.C1(C#C[Si](C)(C)C)C=CC=CC=1.CO.C(=O)([O-])[O-].[K+].[K+].[Cl-].[NH4+]. Given the product [C:28]([C:24]1[CH:23]=[C:22]([C:20]2[CH:21]=[C:17]3[N:16]=[CH:15][CH:14]=[C:13]([NH:12][C@H:7]4[C@@H:5]5[O:6][C:2]([CH3:34])([CH3:1])[O:3][C@@H:4]5[C@@H:9]([CH2:10][OH:11])[CH2:8]4)[N:18]3[N:19]=2)[CH:27]=[CH:26][CH:25]=1)#[CH:29], predict the reactants needed to synthesize it.